Dataset: Reaction yield outcomes from USPTO patents with 853,638 reactions. Task: Predict the reaction yield, written as a fraction of the theoretical maximum amount of product (1.0 means a 100% yield; for example, 0.34 means a 34% yield). (1) The reactants are [N+:1](/[CH:4]=[CH:5]/[C:6]1[CH:19]=[CH:18][C:9]([CH2:10][O:11][C:12]2[CH:17]=[CH:16][CH:15]=[CH:14][N:13]=2)=[CH:8][CH:7]=1)([O-:3])=[O:2].C(O)(=O)C.[B-].[Na+].O. The catalyst is CS(C)=O.C(OCC)C.C(OCC)(=O)C. The product is [N+:1]([CH2:4][CH2:5][C:6]1[CH:19]=[CH:18][C:9]([CH2:10][O:11][C:12]2[CH:17]=[CH:16][CH:15]=[CH:14][N:13]=2)=[CH:8][CH:7]=1)([O-:3])=[O:2]. The yield is 0.490. (2) The reactants are [CH2:1]([N:3]1[CH:7]=[C:6](B2OC(C)(C)C(C)(C)O2)[C:5]([C:17]2[CH:22]=[CH:21][C:20]([N+:23]([O-:25])=[O:24])=[CH:19][CH:18]=2)=[N:4]1)[CH3:2].Br[C:27]1[CH:32]=[CH:31][N:30]=[C:29]2[NH:33][CH:34]=[CH:35][C:28]=12.C(=O)([O-])[O-].[K+].[K+]. The catalyst is C1C=CC([P]([Pd]([P](C2C=CC=CC=2)(C2C=CC=CC=2)C2C=CC=CC=2)([P](C2C=CC=CC=2)(C2C=CC=CC=2)C2C=CC=CC=2)[P](C2C=CC=CC=2)(C2C=CC=CC=2)C2C=CC=CC=2)(C2C=CC=CC=2)C2C=CC=CC=2)=CC=1.O1CCOCC1. The product is [CH2:1]([N:3]1[CH:7]=[C:6]([C:27]2[CH:32]=[CH:31][N:30]=[C:29]3[NH:33][CH:34]=[CH:35][C:28]=23)[C:5]([C:17]2[CH:18]=[CH:19][C:20]([N+:23]([O-:25])=[O:24])=[CH:21][CH:22]=2)=[N:4]1)[CH3:2]. The yield is 0.800.